This data is from NCI-60 drug combinations with 297,098 pairs across 59 cell lines. The task is: Regression. Given two drug SMILES strings and cell line genomic features, predict the synergy score measuring deviation from expected non-interaction effect. (1) Drug 1: CCC(=C(C1=CC=CC=C1)C2=CC=C(C=C2)OCCN(C)C)C3=CC=CC=C3.C(C(=O)O)C(CC(=O)O)(C(=O)O)O. Drug 2: C#CCC(CC1=CN=C2C(=N1)C(=NC(=N2)N)N)C3=CC=C(C=C3)C(=O)NC(CCC(=O)O)C(=O)O. Cell line: NCIH23. Synergy scores: CSS=50.8, Synergy_ZIP=1.99, Synergy_Bliss=0.0278, Synergy_Loewe=-8.99, Synergy_HSA=0.589. (2) Synergy scores: CSS=2.74, Synergy_ZIP=2.08, Synergy_Bliss=4.10, Synergy_Loewe=2.62, Synergy_HSA=1.76. Drug 2: CC(C)(C#N)C1=CC(=CC(=C1)CN2C=NC=N2)C(C)(C)C#N. Drug 1: CS(=O)(=O)C1=CC(=C(C=C1)C(=O)NC2=CC(=C(C=C2)Cl)C3=CC=CC=N3)Cl. Cell line: UACC-257. (3) Drug 1: CC1C(C(CC(O1)OC2CC(CC3=C2C(=C4C(=C3O)C(=O)C5=C(C4=O)C(=CC=C5)OC)O)(C(=O)C)O)N)O.Cl. Drug 2: C(CN)CNCCSP(=O)(O)O. Cell line: NCI-H522. Synergy scores: CSS=14.9, Synergy_ZIP=-4.42, Synergy_Bliss=-0.257, Synergy_Loewe=-91.1, Synergy_HSA=-1.02. (4) Drug 1: CCN(CC)CCCC(C)NC1=C2C=C(C=CC2=NC3=C1C=CC(=C3)Cl)OC. Drug 2: C1CCC(C(C1)N)N.C(=O)(C(=O)[O-])[O-].[Pt+4]. Cell line: SR. Synergy scores: CSS=85.9, Synergy_ZIP=-0.839, Synergy_Bliss=-0.687, Synergy_Loewe=-1.77, Synergy_HSA=-0.493. (5) Drug 1: CS(=O)(=O)OCCCCOS(=O)(=O)C. Drug 2: CC1=C(C(=O)C2=C(C1=O)N3CC4C(C3(C2COC(=O)N)OC)N4)N. Cell line: UACC62. Synergy scores: CSS=44.9, Synergy_ZIP=1.51, Synergy_Bliss=2.88, Synergy_Loewe=3.85, Synergy_HSA=5.49. (6) Drug 1: CCN(CC)CCNC(=O)C1=C(NC(=C1C)C=C2C3=C(C=CC(=C3)F)NC2=O)C. Drug 2: C1C(C(OC1N2C=NC(=NC2=O)N)CO)O. Cell line: A498. Synergy scores: CSS=-9.09, Synergy_ZIP=-0.00273, Synergy_Bliss=-14.3, Synergy_Loewe=-16.5, Synergy_HSA=-20.5. (7) Drug 1: C1=CC(=C2C(=C1NCCNCCO)C(=O)C3=C(C=CC(=C3C2=O)O)O)NCCNCCO. Drug 2: CC(C)(C#N)C1=CC(=CC(=C1)CN2C=NC=N2)C(C)(C)C#N. Cell line: MOLT-4. Synergy scores: CSS=66.1, Synergy_ZIP=1.18, Synergy_Bliss=0.621, Synergy_Loewe=-19.9, Synergy_HSA=0.583.